Dataset: Full USPTO retrosynthesis dataset with 1.9M reactions from patents (1976-2016). Task: Predict the reactants needed to synthesize the given product. Given the product [CH3:1][O:2][C:3]1[CH:8]=[CH:7][CH:6]=[CH:5][C:4]=1[C:9]1[N:14]=[CH:13][N:12]=[C:11]([NH:15][C:25](=[O:26])[C:24]([CH3:29])([CH3:28])[CH3:23])[CH:10]=1, predict the reactants needed to synthesize it. The reactants are: [CH3:1][O:2][C:3]1[CH:8]=[CH:7][CH:6]=[CH:5][C:4]=1[C:9]1[N:14]=[CH:13][N:12]=[C:11]([NH2:15])[CH:10]=1.CCN(CC)CC.[CH3:23][C:24]([CH3:29])([CH3:28])[C:25](Cl)=[O:26].